The task is: Predict which catalyst facilitates the given reaction.. This data is from Catalyst prediction with 721,799 reactions and 888 catalyst types from USPTO. (1) Reactant: [C:1]([C:5]1[C:10]2[S:11][C:12]([CH3:14])=[CH:13][C:9]=2[CH:8]=[CH:7][CH:6]=1)([CH3:4])([CH3:3])[CH3:2].[Br:15]Br. Product: [Br:15][C:13]1[C:9]2[CH:8]=[CH:7][CH:6]=[C:5]([C:1]([CH3:4])([CH3:3])[CH3:2])[C:10]=2[S:11][C:12]=1[CH3:14]. The catalyst class is: 2. (2) Reactant: [F:1][C:2]1[CH:3]=[C:4]2[C:8](=[CH:9][CH:10]=1)[NH:7][C:6]([C:11]([O:13]CC)=[O:12])=[C:5]2[CH3:16].[OH-].[K+].Cl. Product: [F:1][C:2]1[CH:3]=[C:4]2[C:8](=[CH:9][CH:10]=1)[NH:7][C:6]([C:11]([OH:13])=[O:12])=[C:5]2[CH3:16]. The catalyst class is: 40. (3) Reactant: [Cl:1][C:2]1[C:7]([CH:8]=[O:9])=[CH:6][N:5]=[C:4]2[NH:10][CH:11]=[CH:12][C:3]=12.[H-].[Na+].[CH3:15][Si:16]([CH3:23])([CH3:22])[CH2:17][CH2:18][O:19][CH2:20]Cl. Product: [Cl:1][C:2]1[C:7]([CH:8]=[O:9])=[CH:6][N:5]=[C:4]2[N:10]([CH2:20][O:19][CH2:18][CH2:17][Si:16]([CH3:23])([CH3:22])[CH3:15])[CH:11]=[CH:12][C:3]=12. The catalyst class is: 9. (4) Reactant: Br[C:2]1[CH:7]=[N:6][C:5]([I:8])=[CH:4][N:3]=1.[N:9]1([C:15]([O:17][C:18]([CH3:21])([CH3:20])[CH3:19])=[O:16])[CH2:14][CH2:13][NH:12][CH2:11][CH2:10]1.CCN(C(C)C)C(C)C. The catalyst class is: 218. Product: [I:8][C:5]1[N:6]=[CH:7][C:2]([N:12]2[CH2:11][CH2:10][N:9]([C:15]([O:17][C:18]([CH3:21])([CH3:20])[CH3:19])=[O:16])[CH2:14][CH2:13]2)=[N:3][CH:4]=1.